From a dataset of Reaction yield outcomes from USPTO patents with 853,638 reactions. Predict the reaction yield, written as a fraction of the theoretical maximum amount of product (1.0 means a 100% yield; for example, 0.34 means a 34% yield). (1) The reactants are [C:1]([O:4][C:5]1[CH:11]=[CH:10][CH:9]=[C:7]([OH:8])[CH:6]=1)(=[O:3])[CH3:2].C([O-])([O-])=O.[K+].[K+].[CH2:18](Br)[CH:19]=[CH2:20]. The catalyst is CN(C=O)C.C(OCC)(=O)C. The product is [C:1]([O:4][C:5]1[CH:11]=[CH:10][CH:9]=[C:7]([O:8][CH2:20][CH:19]=[CH2:18])[CH:6]=1)(=[O:3])[CH3:2]. The yield is 0.570. (2) The reactants are I[C:2]1[CH:10]=[C:9]([C:11]#[N:12])[CH:8]=[C:7]2[C:3]=1[C:4]1[CH:16]=[C:15]([CH3:17])[CH:14]=[N:13][C:5]=1[NH:6]2.[CH2:18]([S:20]([C:23]1[CH:24]=[C:25](C2C=C(C(F)(F)F)C(C)=C([N+]([O-])=O)C=2C2C(F)=NC=C(C)C=2)[CH:26]=[CH:27][CH:28]=1)(=[O:22])=[O:21])[CH3:19]. No catalyst specified. The product is [CH2:18]([S:20]([C:23]1[CH:28]=[C:27]([C:2]2[CH:10]=[C:9]([C:11]#[N:12])[CH:8]=[C:7]3[C:3]=2[C:4]2[CH:16]=[C:15]([CH3:17])[CH:14]=[N:13][C:5]=2[NH:6]3)[CH:26]=[CH:25][CH:24]=1)(=[O:21])=[O:22])[CH3:19]. The yield is 0.430.